This data is from Full USPTO retrosynthesis dataset with 1.9M reactions from patents (1976-2016). The task is: Predict the reactants needed to synthesize the given product. (1) Given the product [F:9][C:8]1[CH:7]=[CH:6][C:5]([CH2:10][C:11]([O:13][CH3:14])=[O:12])=[CH:4][C:3]=1[NH:2][C:11](=[O:12])[CH2:10][CH:5]([CH3:6])[CH3:4], predict the reactants needed to synthesize it. The reactants are: [Cl-].[NH2:2][C:3]1[CH:4]=[C:5]([CH2:10][C:11]([O:13][CH3:14])=[O:12])[CH:6]=[CH:7][C:8]=1[F:9]. (2) Given the product [I:25][C:26](=[CH2:27])[CH2:32][C@@H:1]1[CH2:7][O:6][C:3]([CH3:5])([CH3:4])[O:2]1, predict the reactants needed to synthesize it. The reactants are: [CH3:1][O:2][C:3]([O:6][CH3:7])([CH3:5])[CH3:4].C1(C)C=CC(S([O-])(=O)=O)=CC=1.[NH+]1C=CC=CC=1.[I:25][C:26](=[CH2:32])[CH2:27][C@@H](O)CO. (3) The reactants are: [NH2:1][C:2]1[C:12]([CH3:13])=[C:11]([CH2:14][N:15]2[CH2:20][CH2:19][CH2:18][C@H:17]([N:21]([CH3:29])[C:22]([O:24][C:25]([CH3:28])([CH3:27])[CH3:26])=[O:23])[CH2:16]2)[C:10]([C:30]([F:33])([F:32])[F:31])=[CH:9][C:3]=1[C:4]([O:6]CC)=[O:5].NC1C(Cl)=C(C=O)C(C(F)(F)F)=CC=1C(O)=O. Given the product [NH2:1][C:2]1[C:12]([CH3:13])=[C:11]([CH2:14][N:15]2[CH2:20][CH2:19][CH2:18][C@H:17]([N:21]([CH3:29])[C:22]([O:24][C:25]([CH3:28])([CH3:27])[CH3:26])=[O:23])[CH2:16]2)[C:10]([C:30]([F:33])([F:31])[F:32])=[CH:9][C:3]=1[C:4]([OH:6])=[O:5], predict the reactants needed to synthesize it.